This data is from Catalyst prediction with 721,799 reactions and 888 catalyst types from USPTO. The task is: Predict which catalyst facilitates the given reaction. (1) Reactant: [OH:1][C:2]1[C:3]([O:20][CH3:21])=[C:4]([C:10]2[CH:11]=[C:12]3[C:16](=[CH:17][CH:18]=2)[C:15](=[O:19])[O:14][CH2:13]3)[CH:5]=[CH:6][C:7]=1[O:8][CH3:9].C(=O)([O-])[O-].[K+].[K+].Br[CH2:29][C:30]1([CH2:34][O:35][CH3:36])[CH2:33][O:32][CH2:31]1. Product: [CH3:21][O:20][C:3]1[C:2]([O:1][CH2:29][C:30]2([CH2:34][O:35][CH3:36])[CH2:33][O:32][CH2:31]2)=[C:7]([O:8][CH3:9])[CH:6]=[CH:5][C:4]=1[C:10]1[CH:11]=[C:12]2[C:16](=[CH:17][CH:18]=1)[C:15](=[O:19])[O:14][CH2:13]2. The catalyst class is: 10. (2) Reactant: Cl.[NH:2]1[C:10]2[C:5](=[CH:6][C:7]([C:11]([O:13][CH3:14])=[O:12])=[CH:8][CH:9]=2)[CH2:4][CH2:3]1.[CH:15](=O)[C:16]1[CH:21]=[CH:20][CH:19]=[CH:18][CH:17]=1.C(O[BH-](OC(=O)C)OC(=O)C)(=O)C.[Na+].[OH-].[Na+]. Product: [CH2:15]([N:2]1[C:10]2[C:5](=[CH:6][C:7]([C:11]([O:13][CH3:14])=[O:12])=[CH:8][CH:9]=2)[CH2:4][CH2:3]1)[C:16]1[CH:21]=[CH:20][CH:19]=[CH:18][CH:17]=1. The catalyst class is: 34.